From a dataset of Catalyst prediction with 721,799 reactions and 888 catalyst types from USPTO. Predict which catalyst facilitates the given reaction. Reactant: [C:1]1([N:7]2[N:11]=[C:10]([C:12]([O:14][CH3:15])=[O:13])[C:9]([C:16]([O:18]C)=[O:17])=[N:8]2)[CH:6]=[CH:5][CH:4]=[CH:3][CH:2]=1.[OH-].[K+]. Product: [CH3:15][O:14][C:12]([C:10]1[C:9]([C:16]([OH:18])=[O:17])=[N:8][N:7]([C:1]2[CH:6]=[CH:5][CH:4]=[CH:3][CH:2]=2)[N:11]=1)=[O:13]. The catalyst class is: 5.